From a dataset of Catalyst prediction with 721,799 reactions and 888 catalyst types from USPTO. Predict which catalyst facilitates the given reaction. (1) Reactant: [CH3:1][C:2]1[CH:7]=[CH:6][C:5]([NH:8][C:9](=[O:20])[C:10]2[CH:15]=[CH:14][CH:13]=[C:12]([C:16]([F:19])([F:18])[F:17])[CH:11]=2)=[CH:4][C:3]=1[C:21]1[CH:22]=[N:23][C:24]([O:33][CH2:34][CH2:35][O:36]C2CCCCO2)=[C:25]([N:27]2[CH2:32][CH2:31][O:30][CH2:29][CH2:28]2)[CH:26]=1.Cl.C(#N)C.O.[NH4+].[OH-]. Product: [OH:36][CH2:35][CH2:34][O:33][C:24]1[N:23]=[CH:22][C:21]([C:3]2[CH:4]=[C:5]([NH:8][C:9](=[O:20])[C:10]3[CH:15]=[CH:14][CH:13]=[C:12]([C:16]([F:18])([F:19])[F:17])[CH:11]=3)[CH:6]=[CH:7][C:2]=2[CH3:1])=[CH:26][C:25]=1[N:27]1[CH2:32][CH2:31][O:30][CH2:29][CH2:28]1. The catalyst class is: 5. (2) Reactant: [Cl:1][C:2]1[CH:3]=[C:4]([CH:16]=[C:17]([Cl:19])[CH:18]=1)[CH2:5][N:6]1[CH2:11][CH2:10][CH:9]([C:12]([OH:14])=[O:13])[CH2:8][C:7]1=[O:15].[CH3:20]O. Product: [Cl:19][C:17]1[CH:16]=[C:4]([CH:3]=[C:2]([Cl:1])[CH:18]=1)[CH2:5][N:6]1[CH2:11][CH2:10][CH:9]([C:12]([O:14][CH3:20])=[O:13])[CH2:8][C:7]1=[O:15]. The catalyst class is: 309. (3) Reactant: [C:1]([C:5]1[CH:10]=[CH:9][N:8]=[C:7]([NH2:11])[CH:6]=1)([CH3:4])([CH3:3])[CH3:2].C1N=CN([C:17]([N:19]2C=N[CH:21]=[CH:20]2)=[O:18])C=1.[Cl:24][C:25]1[CH:38]=[CH:37][C:28]([O:29][C:30]2[CH:36]=CC(N)=[CH:32][CH:31]=2)=[CH:27][CH:26]=1.C(O)(=O)CC(CC(O)=O)(C(O)=O)O. Product: [C:1]([C:5]1[CH:10]=[CH:9][N:8]=[C:7]([NH:11][C:17]([NH:19][C:20]2[CH:21]=[CH:36][C:30]([O:29][C:28]3[CH:27]=[CH:26][C:25]([Cl:24])=[CH:38][CH:37]=3)=[CH:31][CH:32]=2)=[O:18])[CH:6]=1)([CH3:4])([CH3:2])[CH3:3]. The catalyst class is: 2. (4) Reactant: [F:1][S:2]([F:12])([F:11])([F:10])([F:9])[C:3]1[CH:8]=[CH:7]C=C[CH:4]=1.[B:13]([F:16])([F:15])[F:14].CCOCC.[N:22](OC(C)(C)C)=O.[CH3:29][C:30]#[N:31]. Product: [F:14][B-:13]([F:1])([F:16])[F:15].[F:1][S:2]([F:12])([F:11])([F:10])([F:9])[C:3]1[CH:8]=[CH:7][C:30]([N+:31]#[N:22])=[CH:29][CH:4]=1. The catalyst class is: 2. (5) Reactant: [CH3:1][C:2]1[CH:7]=[CH:6][N:5]=[C:4]([NH2:8])[C:3]=1[N:9]1[CH:13]=[CH:12][CH:11]=[CH:10]1.Cl[C:15](Cl)([O:17]C(=O)OC(Cl)(Cl)Cl)Cl. Product: [CH3:1][C:2]1[C:3]2[N:9]3[CH:13]=[CH:12][CH:11]=[C:10]3[C:15](=[O:17])[NH:8][C:4]=2[N:5]=[CH:6][CH:7]=1. The catalyst class is: 11. (6) Reactant: [CH3:1][O:2][C:3]1[CH:4]=[N:5][C:6]2[C:11]([CH:12]=1)=[C:10]([N+:13]([O-:15])=[O:14])[CH:9]=[CH:8][CH:7]=2.[CH3:16][C:17]1[CH:22]=[CH:21][C:20]([S:23]([O:26]C)(=[O:25])=[O:24])=[CH:19][CH:18]=1. Product: [CH3:16][C:17]1[CH:18]=[CH:19][C:20]([S:23]([O-:26])(=[O:25])=[O:24])=[CH:21][CH:22]=1.[CH3:1][O:2][C:3]1[CH:4]=[N+:5]([CH3:16])[C:6]2[C:11]([CH:12]=1)=[C:10]([N+:13]([O-:15])=[O:14])[CH:9]=[CH:8][CH:7]=2. The catalyst class is: 10. (7) Reactant: [CH2:1]([Li])[CH2:2][CH2:3][CH3:4].O=O.Br[C:9]1[CH:10]=[CH:11][C:12]([F:28])=[C:13]([CH:27]=1)[CH2:14][C:15]1[CH:26]=[CH:25][C:18]([O:19][CH:20]2[CH2:24][CH2:23][O:22][CH2:21]2)=[CH:17][CH:16]=1.CON(C)[C:32](=[O:84])[C@H:33]([O:76]CC1C=CC=CC=1)[C@@H:34]([O:68][CH2:69][C:70]1[CH:75]=[CH:74][CH:73]=[CH:72][CH:71]=1)[C@H:35]([O:60][CH2:61][C:62]1[CH:67]=[CH:66][CH:65]=[CH:64][CH:63]=1)[C:36]([OH:59])([CH2:48][O:49][CH2:50][C:51]1[CH:56]=[CH:55][C:54]([O:57][CH3:58])=[CH:53][CH:52]=1)[CH2:37][O:38][CH2:39][C:40]1[CH:45]=[CH:44][C:43]([O:46][CH3:47])=[CH:42][CH:41]=1.[Al].O1C[CH2:90][CH2:89][CH2:88]1. Product: [CH2:1]([O:76][CH:33]1[C@@H:34]([O:68][CH2:69][C:70]2[CH:71]=[CH:72][CH:73]=[CH:74][CH:75]=2)[C@H:35]([O:60][CH2:61][C:62]2[CH:67]=[CH:66][CH:65]=[CH:64][CH:63]=2)[C:36]([CH2:48][O:49][CH2:50][C:51]2[CH:52]=[CH:53][C:54]([O:57][CH3:58])=[CH:55][CH:56]=2)([CH2:37][O:38][CH2:39][C:40]2[CH:41]=[CH:42][C:43]([O:46][CH3:47])=[CH:44][CH:45]=2)[O:59][C:32]1([C:9]1[CH:10]=[CH:11][C:12]([F:28])=[C:13]([CH2:14][C:15]2[CH:26]=[CH:25][C:18]([O:19][CH:20]3[CH2:24][CH2:23][O:22][CH2:21]3)=[CH:17][CH:16]=2)[CH:27]=1)[OH:84])[C:2]1[CH:90]=[CH:89][CH:88]=[CH:4][CH:3]=1. The catalyst class is: 27.